From a dataset of hERG Central: cardiac toxicity at 1µM, 10µM, and general inhibition. Predict hERG channel inhibition at various concentrations. (1) The molecule is CN(C)CCNc1nc2c(c(=O)[nH]c(=O)n2C)n1CC(O)COc1ccc(Cl)cc1Cl. Results: hERG_inhib (hERG inhibition (general)): blocker. (2) Results: hERG_inhib (hERG inhibition (general)): blocker. The molecule is CCOC(=O)C1(Cc2ccc(Cl)cc2)CCN(Cc2cn(CC)nc2C)CC1. (3) The compound is Cc1ccc(CN2CCCC(C(=O)c3ccc4c(c3)OCO4)C2)cc1C. Results: hERG_inhib (hERG inhibition (general)): blocker.